From a dataset of Forward reaction prediction with 1.9M reactions from USPTO patents (1976-2016). Predict the product of the given reaction. (1) The product is: [OH:28][CH2:27][CH:26]([NH:25][CH2:22][C:17]1[CH:16]=[C:15]2[C:20]([CH:21]=[C:12]([C:10]3[N:11]=[C:7]([C:4]4[CH:3]=[CH:2][N:1]=[CH:6][CH:5]=4)[S:8][CH:9]=3)[C:13](=[O:24])[NH:14]2)=[CH:19][CH:18]=1)[CH:29]([CH3:31])[CH3:30]. Given the reactants [N:1]1[CH:6]=[CH:5][C:4]([C:7]2[S:8][CH:9]=[C:10]([C:12]3[C:13](=[O:24])[NH:14][C:15]4[C:20]([CH:21]=3)=[CH:19][CH:18]=[C:17]([CH:22]=O)[CH:16]=4)[N:11]=2)=[CH:3][CH:2]=1.[NH2:25][CH:26]([CH:29]([CH3:31])[CH3:30])[CH2:27][OH:28], predict the reaction product. (2) Given the reactants [Br:1][C:2]1[CH:3]=[C:4]([C:9](=[O:11])[CH3:10])[CH:5]=[CH:6][C:7]=1F.[CH3:12][S-:13].[Na+], predict the reaction product. The product is: [Br:1][C:2]1[CH:3]=[C:4]([C:9](=[O:11])[CH3:10])[CH:5]=[CH:6][C:7]=1[S:13][CH3:12]. (3) Given the reactants [CH2:1]([O:3][P:4]([CH2:9][C:10]1[CH:15]=[CH:14][C:13]([NH:16][C:17]2[N:22]=[C:21]([NH:23][C:24]3[CH:25]=[CH:26][C:27]([C@@H:35]4[CH2:40][CH2:39][C@H:38]([C:41](O)=[O:42])[CH2:37][CH2:36]4)=[C:28]4[C:32]=3[C:31](=[O:33])[N:30]([CH3:34])[CH2:29]4)[C:20]([C:44]([F:47])([F:46])[F:45])=[CH:19][N:18]=2)=[C:12]([O:48][CH3:49])[CH:11]=1)([O:6][CH2:7][CH3:8])=[O:5])[CH3:2].[CH3:50][N:51](C(ON1N=NC2C=CC=CC1=2)=[N+](C)C)C.[B-](F)(F)(F)F.[Cl-].C[NH3+].CCN(C(C)C)C(C)C, predict the reaction product. The product is: [CH3:49][O:48][C:12]1[CH:11]=[C:10]([CH:15]=[CH:14][C:13]=1[NH:16][C:17]1[N:22]=[C:21]([NH:23][C:24]2[CH:25]=[CH:26][C:27]([C@H:35]3[CH2:36][CH2:37][C@@H:38]([C:41](=[O:42])[NH:51][CH3:50])[CH2:39][CH2:40]3)=[C:28]3[C:32]=2[C:31](=[O:33])[N:30]([CH3:34])[CH2:29]3)[C:20]([C:44]([F:47])([F:46])[F:45])=[CH:19][N:18]=1)[CH2:9][P:4](=[O:5])([O:3][CH2:1][CH3:2])[O:6][CH2:7][CH3:8]. (4) Given the reactants [CH2:1]([C:10]1[CH:30]=[CH:29][C:13]([CH2:14][N:15]2[CH2:19][CH2:18][C:17]([P:21](=[O:28])([O:25]CC)[O:22]CC)([OH:20])[CH2:16]2)=[CH:12][CH:11]=1)[CH2:2][CH2:3][CH2:4][CH2:5][CH2:6][CH2:7][CH2:8][CH3:9].I[Si](C)(C)C, predict the reaction product. The product is: [CH2:1]([C:10]1[CH:30]=[CH:29][C:13]([CH2:14][N:15]2[CH2:19][CH2:18][C:17]([P:21](=[O:22])([OH:25])[OH:28])([OH:20])[CH2:16]2)=[CH:12][CH:11]=1)[CH2:2][CH2:3][CH2:4][CH2:5][CH2:6][CH2:7][CH2:8][CH3:9].